This data is from Forward reaction prediction with 1.9M reactions from USPTO patents (1976-2016). The task is: Predict the product of the given reaction. (1) Given the reactants CC(C)C([O:5][C:6]1[CH:11]=[CH:10][CH:9]=[CH:8][C:7]=1[CH3:12])=O.C([O:18][C:19]1C=CC=[CH:21][C:20]=1[CH3:25])(=O)CC, predict the reaction product. The product is: [OH:5][C:6]1[CH:11]=[CH:10][C:9]([C:19](=[O:18])[CH:20]([CH3:25])[CH3:21])=[CH:8][C:7]=1[CH3:12]. (2) Given the reactants [CH:1]1[CH:2]=[CH:3][C:4]2[NH:11][C:9](=[O:10])[CH:8]=[C:7]([CH2:12][CH:13]([NH:17][C:18]([C:20]3[CH:21]=[CH:22][C:23]([Cl:26])=[CH:24][CH:25]=3)=[O:19])[C:14]([OH:16])=[O:15])[C:5]=2[CH:6]=1.Cl.Cl[CH2:29][CH:30]1[CH2:35][CH2:34][CH2:33][N:32]([CH3:36])[CH2:31]1, predict the reaction product. The product is: [Cl:26][C:23]1[CH:24]=[CH:25][C:20]([C:18]([NH:17][CH:13]([CH2:12][C:7]2[C:5]3[C:4](=[CH:3][CH:2]=[CH:1][CH:6]=3)[NH:11][C:9](=[O:10])[CH:8]=2)[C:14]([O:16][CH2:29][CH:30]2[CH2:35][CH2:34][CH2:33][N:32]([CH3:36])[CH2:31]2)=[O:15])=[O:19])=[CH:21][CH:22]=1. (3) Given the reactants [N:1]1([CH2:7][CH2:8][CH2:9][O:10][C:11]2[CH:18]=[CH:17][CH:16]=[CH:15][C:12]=2[CH:13]=O)[CH2:6][CH2:5][CH2:4][CH2:3][CH2:2]1.[CH:19](=[C:26]1[CH2:31][CH2:30][NH:29][CH2:28][CH2:27]1)[C:20]1[CH:25]=[CH:24][CH:23]=[CH:22][CH:21]=1.C(O[BH-](OC(=O)C)OC(=O)C)(=O)C.[Na+].[OH-].[Na+].[CH2:48]([Cl:50])[Cl:49], predict the reaction product. The product is: [NH3:1].[CH2:48]([Cl:50])[Cl:49].[CH:19](=[C:26]1[CH2:31][CH2:30][N:29]([CH2:13][C:12]2[CH:15]=[CH:16][CH:17]=[CH:18][C:11]=2[O:10][CH2:9][CH2:8][CH2:7][N:1]2[CH2:6][CH2:5][CH2:4][CH2:3][CH2:2]2)[CH2:28][CH2:27]1)[C:20]1[CH:25]=[CH:24][CH:23]=[CH:22][CH:21]=1.